This data is from Reaction yield outcomes from USPTO patents with 853,638 reactions. The task is: Predict the reaction yield, written as a fraction of the theoretical maximum amount of product (1.0 means a 100% yield; for example, 0.34 means a 34% yield). (1) The product is [F:15][B-:16]([F:19])([F:18])[F:17].[Br:1][C:2]1[C:11]2[C:6](=[CH:7][CH:8]=[C:9]([O:12][CH3:13])[N:10]=2)[N:5]=[CH:4][C:3]=1[N+:14]#[N:20]. The yield is 0.900. The catalyst is C1COCC1. The reactants are [Br:1][C:2]1[C:11]2[C:6](=[CH:7][CH:8]=[C:9]([O:12][CH3:13])[N:10]=2)[N:5]=[CH:4][C:3]=1[NH2:14].[F:15][B-:16]([F:19])([F:18])[F:17].[N:20]#[O+]. (2) The reactants are Cl.Cl[C:3]1[N:12]=[C:11]([N:13]([C:15]2[CH:20]=[CH:19][C:18]([O:21][CH3:22])=[CH:17][CH:16]=2)[CH3:14])[C:10]2[C:5](=[CH:6][CH:7]=[CH:8][CH:9]=2)[N:4]=1.[CH3:23][NH2:24].[C:25]([O:28][CH2:29]C)(=O)[CH3:26]. The catalyst is CC(O)C.O. The product is [CH2:25]([O:28][CH2:29][N:24]([CH3:23])[C:3]1[N:12]=[C:11]([N:13]([C:15]2[CH:20]=[CH:19][C:18]([O:21][CH3:22])=[CH:17][CH:16]=2)[CH3:14])[C:10]2[C:5](=[CH:6][CH:7]=[CH:8][CH:9]=2)[N:4]=1)[CH3:26]. The yield is 0.720. (3) The reactants are CC1(C)N([O])C(C)(C)CCC1.[C:12]([OH:15])(=[O:14])[CH3:13].[C:12]([OH:15])(=[O:14])[CH3:13].IC1C=CC=CC=1.[CH3:27][C:28]1([CH2:32][CH2:33][CH2:34][CH2:35][CH2:36][CH2:37][CH2:38]CCO)[CH2:31][O:30][CH2:29]1.C(O)(=O)CC(CC(O)=O)(C(O)=O)O. The catalyst is C(#N)C.O. The product is [CH3:27][C:28]1([CH2:32][CH2:33][CH2:34][CH2:35][CH2:36][CH2:37][CH2:38][CH2:13][C:12]([OH:15])=[O:14])[CH2:29][O:30][CH2:31]1. The yield is 1.00.